Dataset: Forward reaction prediction with 1.9M reactions from USPTO patents (1976-2016). Task: Predict the product of the given reaction. (1) Given the reactants [NH:1]1[C:5]2[CH:6]=[CH:7][CH:8]=[CH:9][C:4]=2[N:3]=[C:2]1[C:10]([N:12]([CH2:34][CH:35]([CH3:37])[CH3:36])[C@H:13]1[CH2:18][C@@H:17]([C:19]([N:21]2[CH2:26][CH2:25][O:24][CH2:23][CH2:22]2)=[O:20])[CH2:16][N:15]([C:27]([O:29][C:30]([CH3:33])([CH3:32])[CH3:31])=[O:28])[CH2:14]1)=[O:11].Br[CH2:39][C:40]([O:42][CH3:43])=[O:41].C(=O)([O-])[O-].[Cs+].[Cs+], predict the reaction product. The product is: [CH3:43][O:42][C:40](=[O:41])[CH2:39][N:1]1[C:5]2[CH:6]=[CH:7][CH:8]=[CH:9][C:4]=2[N:3]=[C:2]1[C:10]([N:12]([CH2:34][CH:35]([CH3:37])[CH3:36])[C@H:13]1[CH2:18][C@@H:17]([C:19]([N:21]2[CH2:22][CH2:23][O:24][CH2:25][CH2:26]2)=[O:20])[CH2:16][N:15]([C:27]([O:29][C:30]([CH3:31])([CH3:32])[CH3:33])=[O:28])[CH2:14]1)=[O:11]. (2) Given the reactants [O:1]1[CH:5]=[CH:4][C:3]([C:6]2[CH:11]=[C:10]([C:12]3[CH:16]=[CH:15][O:14][CH:13]=3)[N:9]=[CH:8][C:7]=2[OH:17])=[CH:2]1.[C:18]([C:20]1[CH:21]=[C:22]([S:27]([NH:30][C:31]2[S:32][CH:33]=[CH:34][N:35]=2)(=[O:29])=[O:28])[CH:23]=[CH:24][C:25]=1F)#[N:19].C([O-])([O-])=O.[Cs+].[Cs+], predict the reaction product. The product is: [C:18]([C:20]1[CH:21]=[C:22]([S:27]([NH:30][C:31]2[S:32][CH:33]=[CH:34][N:35]=2)(=[O:29])=[O:28])[CH:23]=[CH:24][C:25]=1[O:17][C:7]1[CH:8]=[N:9][C:10]([C:12]2[CH:16]=[CH:15][O:14][CH:13]=2)=[CH:11][C:6]=1[C:3]1[CH:4]=[CH:5][O:1][CH:2]=1)#[N:19]. (3) Given the reactants [N:1]1[C:5]2[CH:6]=[CH:7][C:8]([C:10]([OH:12])=O)=[CH:9][C:4]=2[NH:3][CH:2]=1.[CH3:13][NH2:14], predict the reaction product. The product is: [CH3:13][NH:14][C:10]([C:8]1[CH:7]=[CH:6][C:5]2[NH:1][CH:2]=[N:3][C:4]=2[CH:9]=1)=[O:12]. (4) Given the reactants [F:1][C:2]1[CH:3]=[C:4]([N:8]2[CH2:13][CH2:12][NH:11][CH2:10][CH2:9]2)[CH:5]=[CH:6][CH:7]=1.[C:14]1([C:22]2[CH:27]=[CH:26][CH:25]=[CH:24][CH:23]=2)[C:15]([CH:20]=O)=[CH:16][CH:17]=[CH:18][CH:19]=1.[BH-](OC(C)=O)(OC(C)=O)OC(C)=O.[Na+].C1(C2C=CC=CC=2)C=CC=CC=1CN1CCN(C2C=CC=CC=2)CC1, predict the reaction product. The product is: [C:14]1([C:22]2[CH:23]=[CH:24][CH:25]=[CH:26][CH:27]=2)[CH:19]=[CH:18][CH:17]=[CH:16][C:15]=1[CH2:20][N:11]1[CH2:12][CH2:13][N:8]([C:4]2[CH:5]=[CH:6][CH:7]=[C:2]([F:1])[CH:3]=2)[CH2:9][CH2:10]1.